This data is from Reaction yield outcomes from USPTO patents with 853,638 reactions. The task is: Predict the reaction yield, written as a fraction of the theoretical maximum amount of product (1.0 means a 100% yield; for example, 0.34 means a 34% yield). The reactants are [N+:1]([C:4]1[CH:5]=[C:6]2[C:11](=[CH:12][CH:13]=1)[N:10]=[CH:9][N:8]=[C:7]2[N:14]1[CH2:19][CH2:18][N:17]([C:20]([NH:22][C:23]2[CH:28]=[CH:27][C:26]([O:29][C:30]3[CH:35]=[CH:34][CH:33]=[CH:32][CH:31]=3)=[CH:25][CH:24]=2)=[O:21])[CH2:16][CH2:15]1)([O-])=O.[H][H].C(N(CC)CC)C.[C:45](OC(=O)C)(=[O:47])[CH3:46]. The catalyst is C(O)C.[C].[Pd].CO. The product is [C:45]([NH:1][C:4]1[CH:5]=[C:6]2[C:11](=[CH:12][CH:13]=1)[N:10]=[CH:9][N:8]=[C:7]2[N:14]1[CH2:19][CH2:18][N:17]([C:20]([NH:22][C:23]2[CH:28]=[CH:27][C:26]([O:29][C:30]3[CH:35]=[CH:34][CH:33]=[CH:32][CH:31]=3)=[CH:25][CH:24]=2)=[O:21])[CH2:16][CH2:15]1)(=[O:47])[CH3:46]. The yield is 0.200.